From a dataset of Forward reaction prediction with 1.9M reactions from USPTO patents (1976-2016). Predict the product of the given reaction. (1) Given the reactants C[Si](C)(C)[CH:3]1[S:8][CH2:7][CH2:6][CH2:5][S:4]1.[Li]CCCC.[CH2:16]([CH:19]1[CH2:24][CH2:23][CH:22]([CH:25]2[CH2:32][C:27]3([CH2:30][C:29](=O)[CH2:28]3)[CH2:26]2)[CH2:21][CH2:20]1)[CH2:17][CH3:18], predict the reaction product. The product is: [CH2:16]([CH:19]1[CH2:20][CH2:21][CH:22]([CH:25]2[CH2:32][C:27]3([CH2:30][C:29](=[C:3]4[S:8][CH2:7][CH2:6][CH2:5][S:4]4)[CH2:28]3)[CH2:26]2)[CH2:23][CH2:24]1)[CH2:17][CH3:18]. (2) Given the reactants [NH:1]1[C@H:5]([C:6]([O:8][CH3:9])=[O:7])[CH2:4][CH2:3][C:2]1=[O:10].C[Si]([N-][Si](C)(C)C)(C)C.[Li+].Cl[C:22]([O:24][CH3:25])=[O:23], predict the reaction product. The product is: [O:10]=[C:2]1[N:1]([C:22]([O:24][CH3:25])=[O:23])[C@H:5]([C:6]([O:8][CH3:9])=[O:7])[CH2:4][CH2:3]1. (3) Given the reactants C(OC(=O)[NH:7][CH:8]1[CH2:13][CH2:12][N:11]([C:14]2[CH:19]=[CH:18][C:17]([C:20]3[CH:25]=[C:24]([C:26](=[O:40])[NH:27][CH2:28][C:29]4[C:30](=[O:39])[NH:31][C:32]([CH3:38])=[CH:33][C:34]=4[CH2:35][CH2:36][CH3:37])[C:23]([CH3:41])=[C:22]([N:42]([CH2:49][CH3:50])[CH:43]4[CH2:48][CH2:47][O:46][CH2:45][CH2:44]4)[CH:21]=3)=[CH:16][N:15]=2)[CH2:10][CH2:9]1)(C)(C)C.C(O)(C(F)(F)F)=O, predict the reaction product. The product is: [NH2:7][CH:8]1[CH2:9][CH2:10][N:11]([C:14]2[N:15]=[CH:16][C:17]([C:20]3[CH:21]=[C:22]([N:42]([CH2:49][CH3:50])[CH:43]4[CH2:44][CH2:45][O:46][CH2:47][CH2:48]4)[C:23]([CH3:41])=[C:24]([CH:25]=3)[C:26]([NH:27][CH2:28][C:29]3[C:30](=[O:39])[NH:31][C:32]([CH3:38])=[CH:33][C:34]=3[CH2:35][CH2:36][CH3:37])=[O:40])=[CH:18][CH:19]=2)[CH2:12][CH2:13]1. (4) Given the reactants [CH3:1][O:2][C:3]1[CH:4]=[C:5]([NH:15][C:16]2[NH:20][C:19]([NH2:21])=[N:18][N:17]=2)[CH:6]=[CH:7][C:8]=1[N:9]1[CH:13]=[C:12]([CH3:14])[N:11]=[CH:10]1.[Cl:22][C:23]1[CH:34]=[CH:33][C:26]([CH:27]=[CH:28][C:29](OC)=[O:30])=[CH:25][CH:24]=1.O, predict the reaction product. The product is: [Cl:22][C:23]1[CH:24]=[CH:25][C:26]([CH:27]2[N:18]3[N:17]=[C:16]([NH:15][C:5]4[CH:6]=[CH:7][C:8]([N:9]5[CH:13]=[C:12]([CH3:14])[N:11]=[CH:10]5)=[C:3]([O:2][CH3:1])[CH:4]=4)[N:20]=[C:19]3[NH:21][C:29](=[O:30])[CH2:28]2)=[CH:33][CH:34]=1. (5) Given the reactants [BH4-].[Na+].[Cl:3][C:4]1[CH:16]=[CH:15][C:7]([C:8]([CH:10]2[CH2:12][CH:11]2[C:13]#[N:14])=[O:9])=[C:6]([O:17][CH3:18])[CH:5]=1.[Cl-].[NH4+], predict the reaction product. The product is: [Cl:3][C:4]1[CH:16]=[CH:15][C:7]([CH:8]([OH:9])[CH:10]2[CH2:12][CH:11]2[C:13]#[N:14])=[C:6]([O:17][CH3:18])[CH:5]=1. (6) Given the reactants C[O:2][C:3]([C:7]1[CH:12]=[CH:11][N:10]=[C:9]([NH2:13])[N:8]=1)(OC)[CH3:4].NC1N=C(C(=O)C)C=CN=1.[BrH:24], predict the reaction product. The product is: [BrH:24].[NH2:13][C:9]1[N:8]=[C:7]([C:3](=[O:2])[CH2:4][Br:24])[CH:12]=[CH:11][N:10]=1. (7) Given the reactants CS(OS(C)(=O)=O)(=O)=O.[Si:10]([O:17][C:18]1[C:23]([CH2:24][CH3:25])=[CH:22][C:21]([CH:26]([C:28]2[N:29]([CH3:39])[N:30]=[C:31]([C:33]3[CH:38]=[CH:37][CH:36]=[CH:35][CH:34]=3)[N:32]=2)O)=[C:20]([F:40])[CH:19]=1)([C:13]([CH3:16])([CH3:15])[CH3:14])([CH3:12])[CH3:11].CCN(CC)CC.[C:48]([O:52][C:53]([N:55]([C:67]([O:69][C:70]([CH3:73])([CH3:72])[CH3:71])=[O:68])[C:56]1[C:65]2[C:60](=[CH:61][C:62]([NH2:66])=[CH:63][CH:64]=2)[CH:59]=[CH:58][N:57]=1)=[O:54])([CH3:51])([CH3:50])[CH3:49], predict the reaction product. The product is: [Si:10]([O:17][C:18]1[C:23]([CH2:24][CH3:25])=[CH:22][C:21]([CH:26]([C:28]2[N:29]([CH3:39])[N:30]=[C:31]([C:33]3[CH:38]=[CH:37][CH:36]=[CH:35][CH:34]=3)[N:32]=2)[NH:66][C:62]2[CH:61]=[C:60]3[C:65](=[CH:64][CH:63]=2)[C:56]([N:55]([C:53]([O:52][C:48]([CH3:51])([CH3:50])[CH3:49])=[O:54])[C:67]([O:69][C:70]([CH3:71])([CH3:72])[CH3:73])=[O:68])=[N:57][CH:58]=[CH:59]3)=[C:20]([F:40])[CH:19]=1)([C:13]([CH3:16])([CH3:15])[CH3:14])([CH3:12])[CH3:11].